This data is from Peptide-MHC class I binding affinity with 185,985 pairs from IEDB/IMGT. The task is: Regression. Given a peptide amino acid sequence and an MHC pseudo amino acid sequence, predict their binding affinity value. This is MHC class I binding data. (1) The peptide sequence is ELADARRAL. The MHC is HLA-A02:03 with pseudo-sequence HLA-A02:03. The binding affinity (normalized) is 0.176. (2) The peptide sequence is ASYQFQLPY. The MHC is HLA-B08:02 with pseudo-sequence HLA-B08:02. The binding affinity (normalized) is 0.0847. (3) The peptide sequence is LESLTDREL. The MHC is HLA-A03:01 with pseudo-sequence HLA-A03:01. The binding affinity (normalized) is 0.0847. (4) The binding affinity (normalized) is 0.408. The peptide sequence is MQQGRFPPL. The MHC is BoLA-T2b with pseudo-sequence BoLA-T2b. (5) The peptide sequence is NAMGADYYA. The MHC is HLA-B57:01 with pseudo-sequence HLA-B57:01. The binding affinity (normalized) is 0.0847. (6) The peptide sequence is FPGEKRVSK. The MHC is HLA-B07:02 with pseudo-sequence HLA-B07:02. The binding affinity (normalized) is 0.231. (7) The peptide sequence is LQSLENVAY. The MHC is HLA-A11:01 with pseudo-sequence HLA-A11:01. The binding affinity (normalized) is 0.0103. (8) The peptide sequence is YTPSKLIEY. The MHC is HLA-A23:01 with pseudo-sequence HLA-A23:01. The binding affinity (normalized) is 0. (9) The peptide sequence is YTAVVPLVY. The MHC is Mamu-B01 with pseudo-sequence Mamu-B01. The binding affinity (normalized) is 0. (10) The peptide sequence is RELNRVTQDF. The MHC is Mamu-A11 with pseudo-sequence Mamu-A11. The binding affinity (normalized) is 0.646.